Dataset: Forward reaction prediction with 1.9M reactions from USPTO patents (1976-2016). Task: Predict the product of the given reaction. (1) Given the reactants N([C:8]([O:10][CH2:11][CH3:12])=[O:9])=N[C:8]([O:10][CH2:11][CH3:12])=[O:9].[CH3:13][C:14]1([CH3:25])[O:20][CH:18]([OH:19])[C@H:17]([OH:21])[C@H:16]([OH:22])[C@H:15]1[O:23][CH3:24].[C:43]1(P([C:39]2[CH:44]=[CH:43][CH:42]=[CH:41]C=2)[C:43]2[CH:44]=[CH:39]C=[CH:41][CH:42]=2)[CH:44]=[CH:39]C=[CH:41][CH:42]=1.ClCCl, predict the reaction product. The product is: [CH3:13][C:14]1([CH3:25])[O:20][C@@H:18]([O:19][C:43]2[CH:44]=[CH:39][C:12]3[C:18]([O:20][CH2:14][CH:15]=[CH2:16])=[CH:17][C:8](=[O:9])[O:10][C:11]=3[C:42]=2[CH3:41])[C@H:17]([OH:21])[C@H:16]([OH:22])[C@H:15]1[O:23][CH3:24]. (2) The product is: [Cl:31][C:18]1[C:17]2[C:21](=[CH:22][CH:23]=[C:15]([C:12]3[N:11]=[C:10]([C:4]4[CH:3]=[C:2]([C:32]5[CH:37]=[CH:36][CH:35]=[CH:34][CH:33]=5)[C:7]([O:8][CH3:9])=[CH:6][CH:5]=4)[O:14][N:13]=3)[CH:16]=2)[N:20]([CH2:24][CH2:25][C:26]([O:28][CH2:29][CH3:30])=[O:27])[CH:19]=1. Given the reactants Br[C:2]1[CH:3]=[C:4]([C:10]2[O:14][N:13]=[C:12]([C:15]3[CH:16]=[C:17]4[C:21](=[CH:22][CH:23]=3)[N:20]([CH2:24][CH2:25][C:26]([O:28][CH2:29][CH3:30])=[O:27])[CH:19]=[C:18]4[Cl:31])[N:11]=2)[CH:5]=[CH:6][C:7]=1[O:8][CH3:9].[C:32]1(B(O)O)[CH:37]=[CH:36][CH:35]=[CH:34][CH:33]=1.C(=O)([O-])[O-].[Na+].[Na+], predict the reaction product. (3) Given the reactants [CH:14]1[CH:19]=[CH:18][C:17](P([C:14]2[CH:19]=[CH:18][CH:17]=[CH:16][CH:15]=2)[C:14]2[CH:19]=[CH:18][CH:17]=[CH:16][CH:15]=2)=[CH:16][CH:15]=1.[NH2:20][C:21]1[CH:30]=[CH:29][C:28]2[C:23](=[C:24]([OH:31])[CH:25]=[CH:26][CH:27]=2)[N:22]=1.C1C=CC(CO[C:40](/[N:42]=N/C(OCC2C=CC=CC=2)=O)=O)=CC=1.[CH2:54](O)[CH2:55][O:56][CH2:57][CH2:58][OH:59].[NH3:61].[CH2:62]1[CH2:66]OCC1, predict the reaction product. The product is: [NH2:20][C:21]1[CH:30]=[CH:29][C:28]2[C:23](=[C:24]([O:31][CH2:66][CH2:62][O:59][CH2:58][CH2:57][O:56][C:55]3[CH:54]=[CH:15][CH:16]=[C:17]4[C:40]=3[N:42]=[C:14]([NH2:61])[CH:19]=[CH:18]4)[CH:25]=[CH:26][CH:27]=2)[N:22]=1. (4) Given the reactants Cl.Cl.Cl.[NH2:4][C:5]1[N:10]=[C:9]([S:11][CH2:12][C:13]2[CH:18]=[CH:17][CH:16]=[C:15]([CH2:19][CH2:20][C:21](=[O:35])[N:22]3[CH2:27][CH2:26][N:25]([CH2:28][CH:29]4[CH2:34][CH2:33][NH:32][CH2:31][CH2:30]4)[CH2:24][CH2:23]3)[N:14]=2)[N:8]=[C:7]([C:36]2[CH:41]=[CH:40][C:39]([NH:42][C:43](=[O:45])[CH3:44])=[CH:38][CH:37]=2)[C:6]=1[C:46]#[N:47].Cl[CH2:49][CH2:50][OH:51].C(=O)([O-])[O-].[K+].[K+].[I-].[Na+], predict the reaction product. The product is: [NH2:4][C:5]1[N:10]=[C:9]([S:11][CH2:12][C:13]2[CH:18]=[CH:17][CH:16]=[C:15]([CH2:19][CH2:20][C:21]([N:22]3[CH2:23][CH2:24][N:25]([CH2:28][CH:29]4[CH2:34][CH2:33][N:32]([CH2:49][CH2:50][OH:51])[CH2:31][CH2:30]4)[CH2:26][CH2:27]3)=[O:35])[N:14]=2)[N:8]=[C:7]([C:36]2[CH:37]=[CH:38][C:39]([NH:42][C:43](=[O:45])[CH3:44])=[CH:40][CH:41]=2)[C:6]=1[C:46]#[N:47]. (5) The product is: [Cl:11][C:8]1[CH:9]=[CH:10][C:5]2[N:6]([C:2]([C:15]3[CH:16]=[CH:17][C:18]([N+:20]([O-:22])=[O:21])=[CH:19][C:14]=3[O:13][CH3:12])=[CH:3][N:4]=2)[N:7]=1. Given the reactants Br[C:2]1[N:6]2[N:7]=[C:8]([Cl:11])[CH:9]=[CH:10][C:5]2=[N:4][CH:3]=1.[CH3:12][O:13][C:14]1[CH:19]=[C:18]([N+:20]([O-:22])=[O:21])[CH:17]=[CH:16][C:15]=1B1OC(C)(C)C(C)(C)O1.C(=O)([O-])[O-].[Na+].[Na+].C(Cl)Cl, predict the reaction product. (6) Given the reactants C([O:3][C:4](=O)[NH:5][C:6]1[CH:11]=[CH:10][C:9]([Cl:12])=[CH:8][C:7]=1[C:13]#[N:14])C.[CH3:16][O:17][CH2:18][C:19]([NH:21][NH2:22])=O, predict the reaction product. The product is: [Cl:12][C:9]1[CH:10]=[CH:11][C:6]2[NH:5][C:4](=[O:3])[N:22]3[N:21]=[C:19]([CH2:18][O:17][CH3:16])[N:14]=[C:13]3[C:7]=2[CH:8]=1. (7) The product is: [C:1]([C:5]([C:8]([O:11][C:12]([C:15]([CH2:18][CH2:19][OH:24])([F:17])[F:16])([F:14])[F:13])([F:10])[F:9])([F:7])[F:6])([F:4])([F:3])[F:2]. Given the reactants [C:1]([C:5]([C:8]([O:11][C:12]([C:15]([CH2:18][CH2:19]I)([F:17])[F:16])([F:14])[F:13])([F:10])[F:9])([F:7])[F:6])([F:4])([F:3])[F:2].CNC=[O:24].O, predict the reaction product. (8) Given the reactants C[Si]([N-][Si](C)(C)C)(C)C.[Li+].C([O:13][C:14](=[O:53])[C:15]([O:24][C:25]1[CH:30]=[CH:29][C:28]([C:31]2[CH:36]=[CH:35][C:34]([C:37]3[C:41]4[CH:42]=[CH:43][CH:44]=[CH:45][C:40]=4[O:39][C:38]=3[CH2:46][C:47]3[CH:52]=[CH:51][CH:50]=[CH:49][CH:48]=3)=[CH:33][CH:32]=2)=[CH:27][CH:26]=1)([CH3:23])[CH2:16][C:17]1[CH:22]=[CH:21][CH:20]=[CH:19][CH:18]=1)C.C(Br)C1C=CC=CC=1.Cl, predict the reaction product. The product is: [CH2:46]([C:38]1[O:39][C:40]2[CH:45]=[CH:44][CH:43]=[CH:42][C:41]=2[C:37]=1[C:34]1[CH:33]=[CH:32][C:31]([C:28]2[CH:29]=[CH:30][C:25]([O:24][C:15]([CH3:23])([CH2:16][C:17]3[CH:18]=[CH:19][CH:20]=[CH:21][CH:22]=3)[C:14]([OH:53])=[O:13])=[CH:26][CH:27]=2)=[CH:36][CH:35]=1)[C:47]1[CH:48]=[CH:49][CH:50]=[CH:51][CH:52]=1. (9) Given the reactants [S:1](=[O:3])=[O:2].[Cl:4][C:5]1[CH:6]=[C:7]2[C:12](=[CH:13][CH:14]=1)[NH:11][CH:10]([C:15]1[CH:16]=[C:17](N)[CH:18]=[CH:19][CH:20]=1)[CH2:9][C:8]2([CH3:23])[CH3:22].N([O-])=O.[Na+].[ClH:28], predict the reaction product. The product is: [Cl:4][C:5]1[CH:6]=[C:7]2[C:12](=[CH:13][CH:14]=1)[NH:11][CH:10]([C:15]1[CH:16]=[C:17]([S:1]([Cl:28])(=[O:3])=[O:2])[CH:18]=[CH:19][CH:20]=1)[CH2:9][C:8]2([CH3:23])[CH3:22].